Task: Predict the reaction yield, written as a fraction of the theoretical maximum amount of product (1.0 means a 100% yield; for example, 0.34 means a 34% yield).. Dataset: Reaction yield outcomes from USPTO patents with 853,638 reactions (1) The reactants are Br[C:2]1[CH:3]=[CH:4][C:5]([F:10])=[C:6]([CH:9]=1)[C:7]#[N:8].[S:11]1[CH:15]=[CH:14][C:13](B(O)O)=[CH:12]1.C(=O)([O-])[O-].[Na+].[Na+]. The catalyst is C(COC)OC.O.C(OCC)(=O)C.O.[Cl-].[Na+].O.C1C=CC([P]([Pd]([P](C2C=CC=CC=2)(C2C=CC=CC=2)C2C=CC=CC=2)([P](C2C=CC=CC=2)(C2C=CC=CC=2)C2C=CC=CC=2)[P](C2C=CC=CC=2)(C2C=CC=CC=2)C2C=CC=CC=2)(C2C=CC=CC=2)C2C=CC=CC=2)=CC=1. The product is [F:10][C:5]1[CH:4]=[CH:3][C:2]([C:13]2[CH:14]=[CH:15][S:11][CH:12]=2)=[CH:9][C:6]=1[C:7]#[N:8]. The yield is 0.900. (2) The reactants are [CH3:1][O:2][C:3]1[CH:18]=[CH:17][C:6]2[CH:7]3[C:14]4([CH2:15][CH2:16][C:5]=2[CH:4]=1)[CH:10]([CH2:11][NH:12][CH2:13]4)[CH2:9][CH2:8]3.C(N(CC)CC)C.[C:26](OC(=O)C)(=[O:28])[CH3:27]. The catalyst is C(Cl)Cl. The product is [CH3:1][O:2][C:3]1[CH:18]=[CH:17][C:6]2[CH:7]3[C:14]4([CH2:15][CH2:16][C:5]=2[CH:4]=1)[CH:10]([CH2:11][N:12]([C:26](=[O:28])[CH3:27])[CH2:13]4)[CH2:9][CH2:8]3. The yield is 1.00.